From a dataset of NCI-60 drug combinations with 297,098 pairs across 59 cell lines. Regression. Given two drug SMILES strings and cell line genomic features, predict the synergy score measuring deviation from expected non-interaction effect. (1) Drug 1: CN(C)N=NC1=C(NC=N1)C(=O)N. Drug 2: CC1C(C(=O)NC(C(=O)N2CCCC2C(=O)N(CC(=O)N(C(C(=O)O1)C(C)C)C)C)C(C)C)NC(=O)C3=C4C(=C(C=C3)C)OC5=C(C(=O)C(=C(C5=N4)C(=O)NC6C(OC(=O)C(N(C(=O)CN(C(=O)C7CCCN7C(=O)C(NC6=O)C(C)C)C)C)C(C)C)C)N)C. Cell line: NCI-H522. Synergy scores: CSS=8.94, Synergy_ZIP=14.5, Synergy_Bliss=17.9, Synergy_Loewe=17.5, Synergy_HSA=17.5. (2) Drug 1: CC(C1=C(C=CC(=C1Cl)F)Cl)OC2=C(N=CC(=C2)C3=CN(N=C3)C4CCNCC4)N. Drug 2: CCC1(CC2CC(C3=C(CCN(C2)C1)C4=CC=CC=C4N3)(C5=C(C=C6C(=C5)C78CCN9C7C(C=CC9)(C(C(C8N6C=O)(C(=O)OC)O)OC(=O)C)CC)OC)C(=O)OC)O.OS(=O)(=O)O. Cell line: SF-268. Synergy scores: CSS=48.2, Synergy_ZIP=8.16, Synergy_Bliss=10.9, Synergy_Loewe=-8.12, Synergy_HSA=7.95. (3) Drug 1: C1CCN(CC1)CCOC2=CC=C(C=C2)C(=O)C3=C(SC4=C3C=CC(=C4)O)C5=CC=C(C=C5)O. Drug 2: C1CCC(C1)C(CC#N)N2C=C(C=N2)C3=C4C=CNC4=NC=N3. Cell line: DU-145. Synergy scores: CSS=13.7, Synergy_ZIP=16.0, Synergy_Bliss=17.7, Synergy_Loewe=11.8, Synergy_HSA=13.3. (4) Drug 2: C1CN(P(=O)(OC1)NCCCl)CCCl. Drug 1: CC1=C2C(C(=O)C3(C(CC4C(C3C(C(C2(C)C)(CC1OC(=O)C(C(C5=CC=CC=C5)NC(=O)OC(C)(C)C)O)O)OC(=O)C6=CC=CC=C6)(CO4)OC(=O)C)O)C)O. Synergy scores: CSS=12.7, Synergy_ZIP=1.14, Synergy_Bliss=2.26, Synergy_Loewe=9.54, Synergy_HSA=1.35. Cell line: NCI-H322M. (5) Drug 1: CC1=C(C(CCC1)(C)C)C=CC(=CC=CC(=CC(=O)O)C)C. Drug 2: CC1=C(C(=O)C2=C(C1=O)N3CC4C(C3(C2COC(=O)N)OC)N4)N. Cell line: NCI-H322M. Synergy scores: CSS=4.20, Synergy_ZIP=-4.99, Synergy_Bliss=-5.51, Synergy_Loewe=-9.06, Synergy_HSA=-5.21.